This data is from Forward reaction prediction with 1.9M reactions from USPTO patents (1976-2016). The task is: Predict the product of the given reaction. (1) Given the reactants [NH2:1][CH2:2][CH2:3][CH2:4][CH2:5][O:6][C:7]1[C:12]([O:13][CH2:14][CH3:15])=[CH:11][C:10]([CH:16]2[C:25]3[C:24](=[O:26])[CH2:23][CH:22]([CH2:27][CH2:28][CH3:29])[CH2:21][C:20]=3[NH:19][C:18]([CH3:30])=[C:17]2[C:31]#[N:32])=[CH:9][C:8]=1[Br:33].C(N(CC)CC)C.[C:41](Cl)(=[O:45])[CH:42]([CH3:44])[CH3:43], predict the reaction product. The product is: [Br:33][C:8]1[CH:9]=[C:10]([CH:16]2[C:25]3[C:24](=[O:26])[CH2:23][CH:22]([CH2:27][CH2:28][CH3:29])[CH2:21][C:20]=3[NH:19][C:18]([CH3:30])=[C:17]2[C:31]#[N:32])[CH:11]=[C:12]([O:13][CH2:14][CH3:15])[C:7]=1[O:6][CH2:5][CH2:4][CH2:3][CH2:2][NH:1][C:41](=[O:45])[CH:42]([CH3:44])[CH3:43]. (2) Given the reactants [C:1]1([CH2:11][N:12]2[C:16]3[CH:17]=[CH:18][CH:19]=[CH:20][C:15]=3[N:14]([CH2:21][CH2:22][C:23](O)=[O:24])[C:13]2=[O:26])[C:10]2[C:5](=[CH:6][CH:7]=[CH:8][CH:9]=2)[CH:4]=[CH:3][CH:2]=1.N.O1CCOCC1.O[N:35]1C2C=CC=CC=2N=N1.CN(C)CCCN=C=NCC, predict the reaction product. The product is: [C:1]1([CH2:11][N:12]2[C:16]3[CH:17]=[CH:18][CH:19]=[CH:20][C:15]=3[N:14]([CH2:21][CH2:22][C:23]([NH2:35])=[O:24])[C:13]2=[O:26])[C:10]2[C:5](=[CH:6][CH:7]=[CH:8][CH:9]=2)[CH:4]=[CH:3][CH:2]=1. (3) Given the reactants [C:1]([C:3]1[C:4]([O:13][CH2:14][CH2:15][OH:16])=[N:5][NH:6][C:7]=1[N:8]=[CH:9][N:10](C)C)#[N:2].[CH3:17][C:18]1[CH:19]=[C:20]([CH:22]=[CH:23][C:24]=1[O:25][CH2:26][C:27]1[CH:32]=[CH:31][CH:30]=[C:29]([F:33])[CH:28]=1)N, predict the reaction product. The product is: [F:33][C:29]1[CH:28]=[C:27]([CH:32]=[CH:31][CH:30]=1)[CH2:26][O:25][C:24]1[CH:23]=[CH:22][C:20]([NH:2][C:1]2[N:10]=[CH:9][N:8]=[C:7]3[NH:6][N:5]=[C:4]([O:13][CH2:14][CH2:15][OH:16])[C:3]=23)=[CH:19][C:18]=1[CH3:17]. (4) Given the reactants [CH2:1]([O:5][CH2:6][CH2:7][O:8][C:9]1[CH:14]=[CH:13][C:12]([C:15]2[CH:20]=[CH:19][C:18]([N:21]3[CH2:25][CH:24]=[CH:23][CH2:22]3)=[C:17](/[CH:26]=[C:27](\[CH3:31])/[C:28](O)=[O:29])[CH:16]=2)=[CH:11][CH:10]=1)[CH2:2][CH2:3][CH3:4].CN(C=O)C.C(Cl)(=O)C(Cl)=O.[CH2:43]([N:46]1[C:50]([CH2:51][S@@:52]([C:54]2[CH:60]=[CH:59][C:57]([NH2:58])=[CH:56][CH:55]=2)=[O:53])=[CH:49][N:48]=[CH:47]1)[CH2:44][CH3:45], predict the reaction product. The product is: [CH2:1]([O:5][CH2:6][CH2:7][O:8][C:9]1[CH:10]=[CH:11][C:12]([C:15]2[CH:20]=[CH:19][C:18]([N:21]3[CH:25]=[CH:24][CH:23]=[CH:22]3)=[C:17](/[CH:26]=[C:27](\[CH3:31])/[C:28]([NH:58][C:57]3[CH:56]=[CH:55][C:54]([S@:52]([CH2:51][C:50]4[N:46]([CH2:43][CH2:44][CH3:45])[CH:47]=[N:48][CH:49]=4)=[O:53])=[CH:60][CH:59]=3)=[O:29])[CH:16]=2)=[CH:13][CH:14]=1)[CH2:2][CH2:3][CH3:4]. (5) Given the reactants [Cl:1][C:2]1[CH:3]=[C:4]([NH:9][C:10]2[C:19]3[C:14](=[CH:15][C:16]([O:21][CH3:22])=[C:17]([NH2:20])[CH:18]=3)[N:13]=[CH:12][N:11]=2)[CH:5]=[CH:6][C:7]=1[F:8].[Br:23][CH2:24]/[CH:25]=[CH:26]/[C:27](Cl)=[O:28].O, predict the reaction product. The product is: [Br:23][CH2:24]/[CH:25]=[CH:26]/[C:27]([NH:20][C:17]1[CH:18]=[C:19]2[C:14](=[CH:15][C:16]=1[O:21][CH3:22])[N:13]=[CH:12][N:11]=[C:10]2[NH:9][C:4]1[CH:5]=[CH:6][C:7]([F:8])=[C:2]([Cl:1])[CH:3]=1)=[O:28]. (6) The product is: [Cl:1][C:2]1[C:7]([O:8][CH3:9])=[CH:6][C:5]([O:10][CH2:20][CH:22]2[CH2:23][O:24]2)=[C:4]([N+:11]([O-:13])=[O:12])[CH:3]=1. Given the reactants [Cl:1][C:2]1[C:7]([O:8][CH3:9])=[CH:6][C:5]([OH:10])=[C:4]([N+:11]([O-:13])=[O:12])[CH:3]=1.C([O-])([O-])=O.[Cs+].[Cs+].[CH2:20]([CH:22]1[O:24][CH2:23]1)Cl, predict the reaction product.